This data is from Reaction yield outcomes from USPTO patents with 853,638 reactions. The task is: Predict the reaction yield, written as a fraction of the theoretical maximum amount of product (1.0 means a 100% yield; for example, 0.34 means a 34% yield). (1) The reactants are S(=O)(=O)(O)O.[NH2:6][C:7]1[CH:15]=[CH:14][C:10]([C:11]([OH:13])=[O:12])=[CH:9][CH:8]=1.[CH3:16]O. No catalyst specified. The product is [CH3:16][O:12][C:11](=[O:13])[C:10]1[CH:14]=[CH:15][C:7]([NH2:6])=[CH:8][CH:9]=1. The yield is 0.960. (2) The reactants are [CH3:1][CH2:2][CH:3]([OH:6])[CH2:4][CH3:5].N1([C:12](N2C=CN=C2)=[O:13])C=CN=C1.CCN(C(C)C)C(C)C.Cl.[Cl:29][C:30]1[C:35]([O:36][CH3:37])=[C:34]([O:38][CH:39]2[CH2:44][CH2:43][NH:42][CH2:41][CH2:40]2)[N:33]=[CH:32][N:31]=1. The catalyst is C1COCC1. The product is [CH2:2]([CH:3]([O:6][C:12]([N:42]1[CH2:43][CH2:44][CH:39]([O:38][C:34]2[C:35]([O:36][CH3:37])=[C:30]([Cl:29])[N:31]=[CH:32][N:33]=2)[CH2:40][CH2:41]1)=[O:13])[CH2:4][CH3:5])[CH3:1]. The yield is 0.390.